From a dataset of Full USPTO retrosynthesis dataset with 1.9M reactions from patents (1976-2016). Predict the reactants needed to synthesize the given product. (1) Given the product [Cl:12][C:9]1[CH:10]=[CH:11][C:6]([C:5]([OH:33])=[O:4])=[CH:7][C:8]=1[NH:13][C:14]([C:16]1[C:31](=[O:32])[NH:30][C:19]2[N:20]=[C:21]([N:24]3[CH2:29][CH2:28][CH2:27][CH2:26][CH2:25]3)[N:22]=[CH:23][C:18]=2[CH:17]=1)=[O:15], predict the reactants needed to synthesize it. The reactants are: [OH-].[Na+].C[O:4][C:5](=[O:33])[C:6]1[CH:11]=[CH:10][C:9]([Cl:12])=[C:8]([NH:13][C:14]([C:16]2[C:31](=[O:32])[NH:30][C:19]3[N:20]=[C:21]([N:24]4[CH2:29][CH2:28][CH2:27][CH2:26][CH2:25]4)[N:22]=[CH:23][C:18]=3[CH:17]=2)=[O:15])[CH:7]=1. (2) Given the product [CH3:25][NH:26][C:27]([NH:29][C:30]1[CH:35]=[CH:34][C:33]([C:2]2[N:3]=[C:4]([N:18]3[CH2:23][CH2:22][O:21][CH2:20][C@@H:19]3[CH3:24])[C:5]3[CH2:10][NH:9][CH2:8][C:6]=3[N:7]=2)=[CH:32][CH:31]=1)=[O:28], predict the reactants needed to synthesize it. The reactants are: Cl[C:2]1[N:3]=[C:4]([N:18]2[CH2:23][CH2:22][O:21][CH2:20][C@@H:19]2[CH3:24])[C:5]2[CH2:10][N:9](C(OC(C)(C)C)=O)[CH2:8][C:6]=2[N:7]=1.[CH3:25][NH:26][C:27]([NH:29][C:30]1[CH:35]=[CH:34][C:33](B2OC(C)(C)C(C)(C)O2)=[CH:32][CH:31]=1)=[O:28]. (3) Given the product [NH2:8][CH2:7][C:9]1[CH:10]=[C:11]([C:15]2[CH:16]=[C:17]3[C:21](=[CH:22][CH:23]=2)[CH2:20][CH:19]([NH:24][S:25]([CH:28]([CH3:30])[CH3:29])(=[O:27])=[O:26])[CH2:18]3)[CH:12]=[CH:13][CH:14]=1, predict the reactants needed to synthesize it. The reactants are: [H-].[Al+3].[Li+].[H-].[H-].[H-].[C:7]([C:9]1[CH:10]=[C:11]([C:15]2[CH:16]=[C:17]3[C:21](=[CH:22][CH:23]=2)[CH2:20][CH:19]([NH:24][S:25]([CH:28]([CH3:30])[CH3:29])(=[O:27])=[O:26])[CH2:18]3)[CH:12]=[CH:13][CH:14]=1)#[N:8]. (4) Given the product [ClH:30].[OH:8][CH:9]1[CH2:10][N:11]([C:13]2[N:18]=[CH:17][N:16]=[C:15]([N:19]3[C:23](=[O:24])[C:22]([N:25]4[CH:29]=[CH:28][N:27]=[CH:26]4)=[CH:21][NH:20]3)[CH:14]=2)[CH2:12]1, predict the reactants needed to synthesize it. The reactants are: FC(F)(F)C(O)=O.[OH:8][CH:9]1[CH2:12][N:11]([C:13]2[N:18]=[CH:17][N:16]=[C:15]([N:19]3[C:23](=[O:24])[C:22]([N:25]4[CH:29]=[CH:28][N:27]=[CH:26]4)=[CH:21][NH:20]3)[CH:14]=2)[CH2:10]1.[ClH:30]. (5) Given the product [C:15]([C:4]1[CH:3]=[C:2]([NH2:1])[N:6]([C:7]2[CH:8]=[CH:9][C:10]([Cl:14])=[C:11]([O:13][CH2:26][CH2:25][N:22]3[CH2:23][CH2:24][O:19][CH2:20][CH2:21]3)[CH:12]=2)[N:5]=1)([CH3:18])([CH3:17])[CH3:16], predict the reactants needed to synthesize it. The reactants are: [NH2:1][C:2]1[N:6]([C:7]2[CH:8]=[CH:9][C:10]([Cl:14])=[C:11]([OH:13])[CH:12]=2)[N:5]=[C:4]([C:15]([CH3:18])([CH3:17])[CH3:16])[CH:3]=1.[O:19]1[CH2:24][CH2:23][N:22]([CH:25](O)[CH3:26])[CH2:21][CH2:20]1.C1C=CC(P(C2C=CC=CC=2)C2C=CC=CC=2)=CC=1.CCOC(/N=N/C(OCC)=O)=O. (6) Given the product [CH2:36]([N:35]([CH2:32][CH2:33][CH3:34])[C:17](=[O:19])[CH2:16][N:7]1[C:8]2[C:13](=[CH:12][CH:11]=[C:10]([O:14][CH3:15])[CH:9]=2)[C:5]([C:3](=[O:4])[C:2]([CH3:1])([CH3:21])[CH3:20])=[N:6]1)[CH2:37][CH2:38][CH3:39], predict the reactants needed to synthesize it. The reactants are: [CH3:1][C:2]([CH3:21])([CH3:20])[C:3]([C:5]1[C:13]2[C:8](=[CH:9][C:10]([O:14][CH3:15])=[CH:11][CH:12]=2)[N:7]([CH2:16][C:17]([OH:19])=O)[N:6]=1)=[O:4].C1C=CC2N(O)N=NC=2C=1.[CH2:32]([NH:35][CH2:36][CH2:37][CH2:38][CH3:39])[CH2:33][CH3:34].CCN(C(C)C)C(C)C.